Task: Predict the reaction yield, written as a fraction of the theoretical maximum amount of product (1.0 means a 100% yield; for example, 0.34 means a 34% yield).. Dataset: Reaction yield outcomes from USPTO patents with 853,638 reactions The reactants are [C:1]([C:3]1[CH:4]=[N+:5]([O-])[C:6]2[CH2:7][CH2:8][CH2:9][CH2:10][C:11]=2[CH:12]=1)#[N:2].FC(F)(F)C(OC(=O)C(F)(F)F)=[O:17]. No catalyst specified. The product is [OH:17][CH:7]1[C:6]2[N:5]=[CH:4][C:3]([C:1]#[N:2])=[CH:12][C:11]=2[CH2:10][CH2:9][CH2:8]1. The yield is 0.870.